From a dataset of Reaction yield outcomes from USPTO patents with 853,638 reactions. Predict the reaction yield, written as a fraction of the theoretical maximum amount of product (1.0 means a 100% yield; for example, 0.34 means a 34% yield). (1) The product is [CH2:1]([O:8][C:9]([N:11]1[CH2:15][CH2:14][CH2:13][C@H:12]1[C:16]([N:19]1[C:27]2[C:22](=[CH:23][CH:24]=[CH:25][CH:26]=2)[CH2:21][CH2:20]1)=[O:17])=[O:10])[C:2]1[CH:7]=[CH:6][CH:5]=[CH:4][CH:3]=1. The yield is 0.860. The catalyst is ClCCl. The reactants are [CH2:1]([O:8][C:9]([N:11]1[CH2:15][CH2:14][CH2:13][C@H:12]1[C:16](Cl)=[O:17])=[O:10])[C:2]1[CH:7]=[CH:6][CH:5]=[CH:4][CH:3]=1.[NH:19]1[C:27]2[C:22](=[CH:23][CH:24]=[CH:25][CH:26]=2)[CH2:21][CH2:20]1.N1C=CC=CC=1. (2) The reactants are [CH2:1]([O:8][CH:9]1[CH:14]([O:15][CH2:16][C:17]2[CH:22]=[CH:21][CH:20]=[CH:19][CH:18]=2)[CH:13]([O:23][CH2:24][C:25]2[CH:30]=[CH:29][CH:28]=[CH:27][CH:26]=2)[CH:12]([O:31][CH2:32][C:33]2[CH:38]=[CH:37][CH:36]=[CH:35][CH:34]=2)[CH:11]([OH:39])[C:10]1([OH:43])[CH2:40][CH2:41][CH3:42])[C:2]1[CH:7]=[CH:6][CH:5]=[CH:4][CH:3]=1.[H][H]. The catalyst is C(O)C.CC(C)=O. The product is [CH2:1]([O:8][CH:9]1[CH:14]([O:15][CH2:16][C:17]2[CH:22]=[CH:21][CH:20]=[CH:19][CH:18]=2)[CH:13]([O:23][CH2:24][C:25]2[CH:26]=[CH:27][CH:28]=[CH:29][CH:30]=2)[CH:12]([O:31][CH2:32][C:33]2[CH:38]=[CH:37][CH:36]=[CH:35][CH:34]=2)[CH:11]([O:39][CH2:5][CH2:6][CH3:7])[C:10]1([O:43][C:1](=[O:8])[CH2:2][CH2:3][CH3:4])[CH2:40][CH2:41][CH3:42])[C:2]1[CH:7]=[CH:6][CH:5]=[CH:4][CH:3]=1. The yield is 0.592. (3) The reactants are [CH3:1][C:2]1[C:6]([CH2:7][N:8]2[CH:12]=[C:11]([N:13]3[C:17](=[O:18])[CH:16]([CH2:19][C:20](O)=[O:21])[NH:15][C:14]3=[O:23])[CH:10]=[N:9]2)=[C:5]([CH3:24])[O:4][N:3]=1.[CH2:25]([NH2:32])[C:26]1[CH:31]=[CH:30][CH:29]=[CH:28][CH:27]=1. No catalyst specified. The product is [CH2:25]([NH:32][C:20](=[O:21])[CH2:19][CH:16]1[C:17](=[O:18])[N:13]([C:11]2[CH:10]=[N:9][N:8]([CH2:7][C:6]3[C:2]([CH3:1])=[N:3][O:4][C:5]=3[CH3:24])[CH:12]=2)[C:14](=[O:23])[NH:15]1)[C:26]1[CH:31]=[CH:30][CH:29]=[CH:28][CH:27]=1. The yield is 0.300. (4) The reactants are [NH2:1][C:2]([CH3:6])([CH3:5])[CH2:3][OH:4].[H-].[Na+].[CH:9]([N:12]1[C:16]([C:17]2[N:18]=[C:19]3[C:25]4[CH:26]=[CH:27][C:28]([C:30](OC)=O)=[CH:29][C:24]=4[O:23][CH2:22][CH2:21][N:20]3[CH:34]=2)=[N:15][CH:14]=[N:13]1)([CH3:11])[CH3:10].C(Cl)Cl.S(Cl)(Cl)=O. The catalyst is O1CCCC1.C1COCC1.CN(C=O)C. The product is [CH3:5][C:2]1([CH3:6])[CH2:3][O:4][C:30]([C:28]2[CH:27]=[CH:26][C:25]3[C:19]4[N:20]([CH:34]=[C:17]([C:16]5[N:12]([CH:9]([CH3:11])[CH3:10])[N:13]=[CH:14][N:15]=5)[N:18]=4)[CH2:21][CH2:22][O:23][C:24]=3[CH:29]=2)=[N:1]1. The yield is 0.480. (5) The reactants are [CH3:1][NH:2][CH2:3][CH3:4].CCN(C(C)C)C(C)C.[N:14]([C:17]([CH3:23])([CH3:22])[CH2:18][C:19](Cl)=[O:20])=[N+:15]=[N-:16]. The catalyst is C(Cl)Cl. The product is [N:14]([C:17]([CH3:23])([CH3:22])[CH2:18][C:19]([N:2]([CH2:3][CH3:4])[CH3:1])=[O:20])=[N+:15]=[N-:16]. The yield is 0.894. (6) The reactants are N[C:2]1[CH:3]=[C:4]([NH:12][C:13]([C:15]2[C:24](=[O:25])[C:23]3[C:18](=[CH:19][CH:20]=[CH:21][CH:22]=3)[NH:17][CH:16]=2)=[O:14])[CH:5]=[CH:6][C:7]=1[C:8]([CH3:11])([CH3:10])[CH3:9].[C:26](O)(=O)C.C=O.[C:32]([BH3-])#[N:33].[Na+]. The catalyst is C(Cl)Cl.CO.CCOCC. The product is [CH3:26][N:33]([CH3:32])[C:2]1[CH:3]=[C:4]([NH:12][C:13]([C:15]2[C:24](=[O:25])[C:23]3[C:18](=[CH:19][CH:20]=[CH:21][CH:22]=3)[NH:17][CH:16]=2)=[O:14])[CH:5]=[CH:6][C:7]=1[C:8]([CH3:11])([CH3:10])[CH3:9]. The yield is 0.170. (7) The reactants are [Cl:1][C:2]1[CH:7]=[C:6]([CH:8]=[O:9])[CH:5]=[CH:4][N:3]=1.[OH-].[K+].[N+:12]([CH2:14][C:15]([N:17]1[CH2:21][CH2:20][CH2:19][CH2:18]1)=[O:16])#[C-:13]. The catalyst is CO. The product is [Cl:1][C:2]1[CH:7]=[C:6]([C@@H:8]2[O:9][CH:13]=[N:12][C@H:14]2[C:15]([N:17]2[CH2:21][CH2:20][CH2:19][CH2:18]2)=[O:16])[CH:5]=[CH:4][N:3]=1. The yield is 0.660. (8) The yield is 0.530. The reactants are [F:1][C:2]1[CH:7]=[CH:6][C:5]([C:8]([O:12][CH3:13])([CH3:11])[CH2:9][OH:10])=[CH:4][CH:3]=1.[Cl:14][C:15]1[C:20]([C:21]([F:24])([F:23])[F:22])=[C:19](Cl)[CH:18]=[CH:17][N:16]=1. No catalyst specified. The product is [Cl:14][C:15]1[C:20]([C:21]([F:22])([F:23])[F:24])=[C:19]([O:10][CH2:9][C:8]([C:5]2[CH:4]=[CH:3][C:2]([F:1])=[CH:7][CH:6]=2)([O:12][CH3:13])[CH3:11])[CH:18]=[CH:17][N:16]=1.